Dataset: Full USPTO retrosynthesis dataset with 1.9M reactions from patents (1976-2016). Task: Predict the reactants needed to synthesize the given product. (1) Given the product [NH2:22][C:15]1[C:16]2=[N:17][CH:18]=[CH:19][CH:20]=[C:21]2[C:13]([C:9]2[CH:8]=[C:7]([C:44]3[CH:45]=[N:46][CH:47]=[C:42]([CH:43]=3)[C:40]#[N:41])[CH:12]=[CH:11][CH:10]=2)([C:30]2[CH:31]=[C:32]([CH3:37])[N:33]=[C:34]([CH3:36])[CH:35]=2)[N:14]=1, predict the reactants needed to synthesize it. The reactants are: FC(F)(F)S(O[C:7]1[CH:12]=[CH:11][CH:10]=[C:9]([C:13]2([C:30]3[CH:35]=[C:34]([CH3:36])[N:33]=[C:32]([CH3:37])[CH:31]=3)[C:21]3[C:16](=[N:17][CH:18]=[CH:19][CH:20]=3)[C:15]([NH:22]C(OC(C)(C)C)=O)=[N:14]2)[CH:8]=1)(=O)=O.[C:40]([C:42]1[CH:43]=[C:44](B(O)O)[CH:45]=[N:46][CH:47]=1)#[N:41]. (2) Given the product [CH2:33]([S:36][C:13]1[CH:18]=[CH:17][C:16]([S:19]([NH2:22])(=[O:21])=[O:20])=[CH:15][C:14]=1[N+:23]([O-:25])=[O:24])[CH3:32], predict the reactants needed to synthesize it. The reactants are: N12CCCN=C1CCCCC2.F[C:13]1[CH:18]=[CH:17][C:16]([S:19]([NH2:22])(=[O:21])=[O:20])=[CH:15][C:14]=1[N+:23]([O-:25])=[O:24].C(OC1C=C[C:33]([S:36](N)(=O)=O)=[CH:32]C=1N=C=S)(C)C.C(S)C. (3) Given the product [CH3:1][O:2][C:3]([C:5]1[C:9]([CH2:10][CH2:11][CH2:12][CH3:13])=[C:8]([CH2:14][CH3:15])[N:7]([CH2:16][C:17]2[CH:18]=[CH:19][CH:20]=[CH:21][CH:22]=2)[C:6]=1[CH:23]([CH3:25])[CH3:24])=[O:4], predict the reactants needed to synthesize it. The reactants are: [CH3:1][O:2][C:3]([C:5]1[C:9]([CH:10]=[CH:11][CH2:12][CH3:13])=[C:8]([CH2:14][CH3:15])[N:7]([CH2:16][C:17]2[CH:22]=[CH:21][CH:20]=[CH:19][CH:18]=2)[C:6]=1[CH:23]([CH3:25])[CH3:24])=[O:4]. (4) Given the product [Br:4][C:5]1[CH:6]=[CH:7][C:8]2[O:12][C:11](=[O:13])[N:10]([CH2:14][C:15]([OH:17])([CH3:1])[CH3:16])[C:9]=2[CH:18]=1, predict the reactants needed to synthesize it. The reactants are: [CH3:1][Mg]Cl.[Br:4][C:5]1[CH:6]=[CH:7][C:8]2[O:12][C:11](=[O:13])[N:10]([CH2:14][C:15](=[O:17])[CH3:16])[C:9]=2[CH:18]=1. (5) Given the product [Br:27][C:11]1[N:23]=[C:24]([C:5]([CH3:6])([CH3:7])[C:35]([O:39][CH2:40][CH3:41])=[O:36])[CH:8]=[CH:9][CH:10]=1, predict the reactants needed to synthesize it. The reactants are: C(N[CH:5]([CH3:7])[CH3:6])(C)C.[CH2:8]([Li])[CH2:9][CH2:10][CH3:11].[CH3:8][CH2:9][CH2:10][CH2:11]CC.[Li].C([N-:23][CH:24](C)C)(C)C.[Br:27]C1N=C(C)C=CC=1.[C:35](=O)([O:39][CH2:40][CH3:41])[O:36]CC.CI. (6) Given the product [CH:1]1([CH2:4][NH:5][C:6]2[C:7]3[C:14]([CH:22]([OH:23])[C:21]4[C:16]([F:15])=[C:17]([NH:25][C:26](=[O:29])[O:27][CH3:28])[CH:18]=[CH:19][C:20]=4[F:24])=[CH:13][NH:12][C:8]=3[N:9]=[CH:10][N:11]=2)[CH2:2][CH2:3]1, predict the reactants needed to synthesize it. The reactants are: [CH:1]1([CH2:4][NH:5][C:6]2[C:7]3[CH:14]=[CH:13][NH:12][C:8]=3[N:9]=[CH:10][N:11]=2)[CH2:3][CH2:2]1.[F:15][C:16]1[C:21]([CH:22]=[O:23])=[C:20]([F:24])[CH:19]=[CH:18][C:17]=1[NH:25][C:26](=[O:29])[O:27][CH3:28].[OH-].[K+].Cl. (7) Given the product [C:9]([O:13][C:14]([N:16]1[CH2:21][CH2:20][CH:19]([S:5][CH2:4][C:3]([O:7][CH3:8])=[O:6])[CH2:18][CH2:17]1)=[O:15])([CH3:12])([CH3:10])[CH3:11], predict the reactants needed to synthesize it. The reactants are: [Cl-].[Na+].[C:3]([O:7][CH3:8])(=[O:6])[CH2:4][SH:5].[C:9]([O:13][C:14]([N:16]1[CH2:21][CH2:20][CH:19](S(C)(=O)=O)[CH2:18][CH2:17]1)=[O:15])([CH3:12])([CH3:11])[CH3:10]. (8) Given the product [CH3:36][C:35]([CH3:37])=[CH:34][CH2:33][C:3]1([C:7]([O:9][CH2:10][CH3:11])=[O:8])[CH2:4][CH2:5][CH2:6][N:1]([C:12]([O:14][CH2:15][C:16]2[CH:21]=[CH:20][CH:19]=[CH:18][CH:17]=2)=[O:13])[CH2:2]1, predict the reactants needed to synthesize it. The reactants are: [N:1]1([C:12]([O:14][CH2:15][C:16]2[CH:21]=[CH:20][CH:19]=[CH:18][CH:17]=2)=[O:13])[CH2:6][CH2:5][CH2:4][CH:3]([C:7]([O:9][CH2:10][CH3:11])=[O:8])[CH2:2]1.C[Si]([N-][Si](C)(C)C)(C)C.[Na+].Br[CH2:33][CH:34]=[C:35]([CH3:37])[CH3:36].